Dataset: NCI-60 drug combinations with 297,098 pairs across 59 cell lines. Task: Regression. Given two drug SMILES strings and cell line genomic features, predict the synergy score measuring deviation from expected non-interaction effect. (1) Drug 1: C(CN)CNCCSP(=O)(O)O. Drug 2: C1C(C(OC1N2C=NC3=C2NC=NCC3O)CO)O. Cell line: PC-3. Synergy scores: CSS=-3.80, Synergy_ZIP=3.53, Synergy_Bliss=2.84, Synergy_Loewe=-0.455, Synergy_HSA=-1.42. (2) Drug 1: CCC1=C2CN3C(=CC4=C(C3=O)COC(=O)C4(CC)O)C2=NC5=C1C=C(C=C5)O. Drug 2: CC12CCC3C(C1CCC2O)C(CC4=C3C=CC(=C4)O)CCCCCCCCCS(=O)CCCC(C(F)(F)F)(F)F. Cell line: SF-539. Synergy scores: CSS=44.1, Synergy_ZIP=2.04, Synergy_Bliss=4.96, Synergy_Loewe=-69.4, Synergy_HSA=2.58.